From a dataset of Full USPTO retrosynthesis dataset with 1.9M reactions from patents (1976-2016). Predict the reactants needed to synthesize the given product. (1) Given the product [C:1]([C:3]1[CH:4]=[CH:5][C:6]2[N:12]([CH2:39][C:40]3[C:49]4[C:44](=[CH:45][CH:46]=[CH:47][CH:48]=4)[CH:43]=[CH:42][C:41]=3[O:50][CH3:51])[C:11](=[O:13])[C@@H:10]([NH:14][C:15](=[O:27])[C@@H:16]([N:18]([CH3:26])[C:19](=[O:25])[O:20][C:21]([CH3:23])([CH3:24])[CH3:22])[CH3:17])[C@H:9]([CH3:28])[N:8]([C:29]([CH:31]3[CH2:36][CH2:35][O:34][CH2:33][CH2:32]3)=[O:30])[C:7]=2[CH:37]=1)#[N:2], predict the reactants needed to synthesize it. The reactants are: [C:1]([C:3]1[CH:4]=[CH:5][C:6]2[NH:12][C:11](=[O:13])[C@@H:10]([NH:14][C:15](=[O:27])[C@@H:16]([N:18]([CH3:26])[C:19](=[O:25])[O:20][C:21]([CH3:24])([CH3:23])[CH3:22])[CH3:17])[C@H:9]([CH3:28])[N:8]([C:29]([CH:31]3[CH2:36][CH2:35][O:34][CH2:33][CH2:32]3)=[O:30])[C:7]=2[CH:37]=1)#[N:2].Cl[CH2:39][C:40]1[C:49]2[C:44](=[CH:45][CH:46]=[CH:47][CH:48]=2)[CH:43]=[CH:42][C:41]=1[O:50][CH3:51].C(=O)([O-])[O-].[Cs+].[Cs+].[I-].[Na+]. (2) The reactants are: [C@@H:1]([C@@H:5]([C:14](=[O:49])[N:15]([CH3:48])[C@@H:16]([CH:45]([CH3:47])[CH3:46])[CH2:17][C@H:18]([C:35]1[S:36][CH:37]=[C:38]([C:40]([O:42]CC)=[O:41])[N:39]=1)[O:19]C(=O)[C@H]([C@H](CC)C)NC(=O)OC(C)(C)C)[NH:6][C:7](=[O:13])[O:8][C:9]([CH3:12])([CH3:11])[CH3:10])([CH2:3][CH3:4])[CH3:2].[OH-].[Na+].CO.Cl. Given the product [C:9]([O:8][C:7]([NH:6][C@@H:5]([C@@H:1]([CH3:2])[CH2:3][CH3:4])[C:14]([N:15]([C@@H:16]([CH:45]([CH3:46])[CH3:47])[CH2:17][C@H:18]([C:35]1[S:36][CH:37]=[C:38]([C:40]([OH:42])=[O:41])[N:39]=1)[OH:19])[CH3:48])=[O:49])=[O:13])([CH3:10])([CH3:11])[CH3:12], predict the reactants needed to synthesize it. (3) Given the product [CH2:1]([O:4][C:5]1[CH:12]=[C:11]([Br:13])[CH:10]=[CH:9][C:6]=1/[CH:7]=[N:14]/[C:15]1[CH:20]=[CH:19][CH:18]=[CH:17][CH:16]=1)[CH:2]=[CH2:3], predict the reactants needed to synthesize it. The reactants are: [CH2:1]([O:4][C:5]1[CH:12]=[C:11]([Br:13])[CH:10]=[CH:9][C:6]=1[CH:7]=O)[CH:2]=[CH2:3].[NH2:14][C:15]1[CH:20]=[CH:19][CH:18]=[CH:17][CH:16]=1.